From a dataset of Catalyst prediction with 721,799 reactions and 888 catalyst types from USPTO. Predict which catalyst facilitates the given reaction. Reactant: Cl.[NH:2]([CH2:4][C:5]([O:7][CH2:8][CH3:9])=[O:6])[NH2:3].C(=O)([O-])O.[Na+].[CH:15](=O)[C:16]1[CH:21]=[CH:20][CH:19]=[CH:18][CH:17]=1.C(O[CH:26]=[C:27]([C:33]([O:35][CH2:36][CH3:37])=[O:34])[C:28]([O:30][CH2:31][CH3:32])=[O:29])C. Product: [CH:15](=[N:3][N:2]([CH:26]=[C:27]([C:28]([O:30][CH2:31][CH3:32])=[O:29])[C:33]([O:35][CH2:36][CH3:37])=[O:34])[CH2:4][C:5]([O:7][CH2:8][CH3:9])=[O:6])[C:16]1[CH:21]=[CH:20][CH:19]=[CH:18][CH:17]=1. The catalyst class is: 97.